Task: Predict which catalyst facilitates the given reaction.. Dataset: Catalyst prediction with 721,799 reactions and 888 catalyst types from USPTO (1) Reactant: [S:1]1[CH:5]=[CH:4][CH:3]=[C:2]1[CH2:6][NH:7][C:8]([C:10]1[N:11]=[C:12]2[C:17]([C:18]([F:21])([F:20])[F:19])=[CH:16][CH:15]=[CH:14][N:13]2[CH:22]=1)=[O:9].[C:23]1(B(O)O)[CH:28]=[CH:27][CH:26]=[CH:25][CH:24]=1.C(=O)(O)[O-].[Na+]. Product: [S:1]1[CH:5]=[CH:4][CH:3]=[C:2]1[CH2:6][NH:7][C:8]([C:10]1[N:11]=[C:12]2[C:17]([C:18]([F:21])([F:19])[F:20])=[CH:16][C:15]([C:23]3[CH:28]=[CH:27][CH:26]=[CH:25][CH:24]=3)=[CH:14][N:13]2[CH:22]=1)=[O:9]. The catalyst class is: 77. (2) Reactant: C[N:2]([CH3:17])/[CH:3]=[CH:4]/[C:5]([C:7]1[CH:8]=[C:9]([NH:13][C:14](=[O:16])[CH3:15])[CH:10]=[CH:11][CH:12]=1)=O.[NH2:18][C:19]1[NH:23][N:22]=[C:21]([C:24]2[CH:29]=[CH:28][C:27]([O:30][C:31]3[CH:36]=[CH:35][CH:34]=[CH:33][CH:32]=3)=[CH:26][CH:25]=2)[C:20]=1C#N. Product: [C:19]([C:20]1[C:21]([C:24]2[CH:29]=[CH:28][C:27]([O:30][C:31]3[CH:36]=[CH:35][CH:34]=[CH:33][CH:32]=3)=[CH:26][CH:25]=2)=[N:22][N:23]2[C:5]([C:7]3[CH:8]=[C:9]([NH:13][C:14](=[O:16])[CH3:15])[CH:10]=[CH:11][CH:12]=3)=[CH:4][CH:3]=[N:2][C:17]=12)#[N:18]. The catalyst class is: 52.